Predict which catalyst facilitates the given reaction. From a dataset of Catalyst prediction with 721,799 reactions and 888 catalyst types from USPTO. (1) Reactant: Cl[C:2]1[N:7]=[C:6]([O:8][C:9]2[C:14]3[N:15]=[C:16]([NH:18]C(=O)C)[S:17][C:13]=3[CH:12]=[CH:11][CH:10]=2)[CH:5]=[C:4]([C:22]2[CH:27]=[CH:26][C:25]([C:28]([F:31])([F:30])[F:29])=[CH:24][CH:23]=2)[N:3]=1.[CH2:32]([N:34]1[CH2:39][CH2:38][CH2:37][CH:36]([OH:40])[CH2:35]1)[CH3:33].[C:41]([O-:44])(O)=[O:42].[Na+]. The catalyst class is: 8. Product: [CH2:32]([N:34]1[CH2:39][CH2:38][CH2:37][CH:36]([O:40][C:2]2[N:7]=[C:6]([O:8][C:9]3[C:14]4[N:15]=[C:16]([NH2:18])[S:17][C:13]=4[CH:12]=[CH:11][CH:10]=3)[CH:5]=[C:4]([C:22]3[CH:23]=[CH:24][C:25]([C:28]([F:29])([F:30])[F:31])=[CH:26][CH:27]=3)[N:3]=2)[CH2:35]1)[CH3:33].[C:41]([OH:44])([C:28]([F:31])([F:30])[F:29])=[O:42]. (2) Reactant: [Cl:1][C:2]1[C:11]2[C:6](=[CH:7][C:8]([F:13])=[CH:9][C:10]=2[F:12])[N:5]=[C:4]([C:14]2[CH:15]=[N:16][C:17](F)=[CH:18][CH:19]=2)[C:3]=1[CH3:21].[NH:22]1[CH2:26][CH2:25][CH:24]([OH:27])[CH2:23]1.C(=O)([O-])[O-].[K+].[K+].O. Product: [Cl:1][C:2]1[C:11]2[C:6](=[CH:7][C:8]([F:13])=[CH:9][C:10]=2[F:12])[N:5]=[C:4]([C:14]2[CH:19]=[CH:18][C:17]([N:22]3[CH2:26][CH2:25][CH:24]([OH:27])[CH2:23]3)=[N:16][CH:15]=2)[C:3]=1[CH3:21]. The catalyst class is: 3. (3) Reactant: C(OC(=O)[NH:7][CH:8]1[CH2:13][CH2:12][C:11]([F:15])([F:14])[CH2:10][CH2:9]1)(C)(C)C. Product: [F:14][C:11]1([F:15])[CH2:12][CH2:13][CH:8]([NH2:7])[CH2:9][CH2:10]1. The catalyst class is: 33. (4) Reactant: [F:1][C:2]([F:12])([F:11])[C:3]1[CH:8]=[CH:7][C:6]([Mg]Br)=[CH:5][CH:4]=1.[CH2:13]([N:20]([CH2:33][C:34]1[CH:39]=[CH:38][CH:37]=[CH:36][CH:35]=1)[C@@H:21]([CH:31]=[O:32])[CH2:22][CH2:23]/[CH:24]=[CH:25]/[C:26]([O:28][CH2:29][CH3:30])=[O:27])[C:14]1[CH:19]=[CH:18][CH:17]=[CH:16][CH:15]=1. Product: [CH2:13]([N:20]([CH2:33][C:34]1[CH:35]=[CH:36][CH:37]=[CH:38][CH:39]=1)[C@@H:21]([C@@H:31]([OH:32])[C:6]1[CH:7]=[CH:8][C:3]([C:2]([F:12])([F:11])[F:1])=[CH:4][CH:5]=1)[CH2:22][CH2:23]/[CH:24]=[CH:25]/[C:26]([O:28][CH2:29][CH3:30])=[O:27])[C:14]1[CH:15]=[CH:16][CH:17]=[CH:18][CH:19]=1. The catalyst class is: 1. (5) Reactant: [Cl:1][C:2]1[C:3]([O:11][CH3:12])=[C:4]([CH2:8][C:9]#[N:10])[CH:5]=[CH:6][CH:7]=1.BrCC1C=CC=C(Cl)C=1OC.[C-]#N.[Na+]. Product: [Cl:1][C:2]1[C:3]([O:11][CH3:12])=[C:4]([CH2:8][CH2:9][NH2:10])[CH:5]=[CH:6][CH:7]=1. The catalyst class is: 863. (6) Reactant: [CH2:1]([S:3]([C:6]1[C:18](F)=[CH:17][C:9]([C:10]([O:12][C:13]([CH3:16])([CH3:15])[CH3:14])=[O:11])=[C:8]([N+:20]([O-:22])=[O:21])[CH:7]=1)(=[O:5])=[O:4])[CH3:2].[NH:23]([CH2:27][CH2:28][OH:29])[CH2:24][CH2:25][OH:26]. Product: [OH:26][CH2:25][CH2:24][N:23]([CH2:27][CH2:28][OH:29])[C:18]1[C:6]([S:3]([CH2:1][CH3:2])(=[O:5])=[O:4])=[CH:7][C:8]([N+:20]([O-:22])=[O:21])=[C:9]([CH:17]=1)[C:10]([O:12][C:13]([CH3:16])([CH3:15])[CH3:14])=[O:11]. The catalyst class is: 16. (7) Reactant: [CH:1]1([N:5]2[CH2:10][CH2:9][NH:8][CH2:7][CH2:6]2)[CH2:4][CH2:3][CH2:2]1.Cl.[N:12]1([C:17](N)=[NH:18])C=CC=N1. Product: [CH:1]1([N:5]2[CH2:10][CH2:9][N:8]([C:17]([NH2:18])=[NH:12])[CH2:7][CH2:6]2)[CH2:4][CH2:3][CH2:2]1. The catalyst class is: 10. (8) The catalyst class is: 107. Product: [CH3:16][C:15]1[N:12]=[C:11]([CH2:10][C:7]2[CH:6]=[CH:5][C:4]([N+:1]([O-:3])=[O:2])=[CH:9][CH:8]=2)[S:13][C:17]=1[CH3:18]. Reactant: [N+:1]([C:4]1[CH:9]=[CH:8][C:7]([CH2:10][C:11](=[S:13])[NH2:12])=[CH:6][CH:5]=1)([O-:3])=[O:2].Cl[CH:15]([C:17](=O)[CH3:18])[CH3:16]. (9) Reactant: C([O:8][C:9]1[CH:18]=[C:17]2[C:12]([C:13]([C:20]3[CH:25]=[CH:24][C:23]([Br:26])=[CH:22][C:21]=3[F:27])=[N:14][C:15]([NH2:19])=[N:16]2)=[CH:11][C:10]=1[O:28][CH3:29])C1C=CC=CC=1. Product: [OH:8][C:9]1[CH:18]=[C:17]2[C:12]([C:13]([C:20]3[CH:25]=[CH:24][C:23]([Br:26])=[CH:22][C:21]=3[F:27])=[N:14][C:15]([NH2:19])=[N:16]2)=[CH:11][C:10]=1[O:28][CH3:29]. The catalyst class is: 55. (10) Reactant: [C:1]([NH:11][CH:12]([CH3:15])[CH:13]=O)(OCC1C=CC=CC=1)=O.[CH3:16][C:17]1([CH3:25])[CH2:22][C:21](=[O:23])[CH2:20][C:19](=[O:24])[CH2:18]1.[CH:26](OCC1C=CC=CC=1)=C.C(OC)(OC)OC.C([O-])(=O)C.C([O-])(=O)C.C([NH3+])C[NH3+]. Product: [CH3:16][C:17]1([CH3:25])[CH2:22][C:21](=[O:23])[CH:20]([CH:13]2[CH2:26][CH2:1][NH:11][CH:12]2[CH3:15])[C:19](=[O:24])[CH2:18]1. The catalyst class is: 442.